Task: Predict the product of the given reaction.. Dataset: Forward reaction prediction with 1.9M reactions from USPTO patents (1976-2016) (1) The product is: [CH2:15]([N:17]1[C:25]2[C:20](=[N:21][CH:22]=[CH:23][C:24]=2[CH3:26])[N:19]([C:27]2[CH:32]=[CH:31][C:30]([O:33][C:3]3[N:2]([CH3:1])[C:6]4=[N:7][CH:8]=[CH:9][CH:10]=[C:5]4[N:4]=3)=[CH:29][CH:28]=2)[C:18]1=[O:34])[CH3:16]. Given the reactants [CH3:1][N:2]1[C:6]2=[N:7][CH:8]=[CH:9][CH:10]=[C:5]2[N:4]=[C:3]1S(C)(=O)=O.[CH2:15]([N:17]1[C:25]2[C:20](=[N:21][CH:22]=[CH:23][C:24]=2[CH3:26])[N:19]([C:27]2[CH:32]=[CH:31][C:30]([OH:33])=[CH:29][CH:28]=2)[C:18]1=[O:34])[CH3:16].C(=O)([O-])[O-].[K+].[K+].O, predict the reaction product. (2) Given the reactants [CH3:1][O:2][C:3](=[O:20])[C:4]([CH3:19])([O:6][C:7]1[CH:12]=[CH:11][CH:10]=[C:9]([CH:13]2[CH2:18][CH2:17][CH2:16][NH:15][CH2:14]2)[CH:8]=1)[CH3:5].[C:21]([OH:30])(=[O:29])[C@@H:22]([C@H:24]([C:26]([OH:28])=[O:27])[OH:25])[OH:23], predict the reaction product. The product is: [C:26]([CH:24]([CH:22]([C:21]([OH:30])=[O:29])[OH:23])[OH:25])([OH:28])=[O:27].[CH3:1][O:2][C:3](=[O:20])[C:4]([CH3:5])([O:6][C:7]1[CH:12]=[CH:11][CH:10]=[C:9]([CH:13]2[CH2:18][CH2:17][CH2:16][NH:15][CH2:14]2)[CH:8]=1)[CH3:19]. (3) Given the reactants [NH:1]1[CH2:6][CH2:5][O:4][CH2:3][CH2:2]1.[C:7]1(=O)[CH2:12][CH2:11][CH2:10][C:9](=[O:13])[CH2:8]1.O, predict the reaction product. The product is: [O:4]1[CH2:5][CH2:6][N:1]([C:7]2[CH2:12][CH2:11][CH2:10][C:9](=[O:13])[CH:8]=2)[CH2:2][CH2:3]1. (4) The product is: [CH2:1]([O:8][C:9]1[CH:18]=[C:17]2[C:12]([C:13]([NH:38][C:37]3[CH:39]=[CH:40][C:41]([F:42])=[C:35]([Cl:34])[CH:36]=3)=[N:14][CH:15]=[N:16]2)=[C:11]([O:20][CH2:21][C@H:22]2[CH2:26][CH2:25][CH2:24][N:23]2[C:27]([O:29][C:30]([CH3:33])([CH3:32])[CH3:31])=[O:28])[CH:10]=1)[C:2]1[CH:3]=[CH:4][CH:5]=[CH:6][CH:7]=1. Given the reactants [CH2:1]([O:8][C:9]1[CH:18]=[C:17]2[C:12]([C:13](Cl)=[N:14][CH:15]=[N:16]2)=[C:11]([O:20][CH2:21][C@H:22]2[CH2:26][CH2:25][CH2:24][N:23]2[C:27]([O:29][C:30]([CH3:33])([CH3:32])[CH3:31])=[O:28])[CH:10]=1)[C:2]1[CH:7]=[CH:6][CH:5]=[CH:4][CH:3]=1.[Cl:34][C:35]1[CH:36]=[C:37]([CH:39]=[CH:40][C:41]=1[F:42])[NH2:38].C(N(CC)C(C)C)(C)C, predict the reaction product. (5) Given the reactants [N+:1]([C:4]1[CH:5]=[CH:6][C:7]([O:10][C@@H:11]2[CH2:15][CH2:14][N:13](C(OC(C)(C)C)=O)[CH2:12]2)=[N:8][CH:9]=1)([O-:3])=[O:2].[C:23]([OH:29])([C:25]([F:28])([F:27])[F:26])=[O:24], predict the reaction product. The product is: [F:26][C:25]([F:28])([F:27])[C:23]([OH:29])=[O:24].[F:26][C:25]([F:28])([F:27])[C:23]([OH:29])=[O:24].[N+:1]([C:4]1[CH:5]=[CH:6][C:7]([O:10][C@@H:11]2[CH2:15][CH2:14][NH:13][CH2:12]2)=[N:8][CH:9]=1)([O-:3])=[O:2]. (6) Given the reactants [CH:14]1[C:15]2[C:20](=[CH:19][CH:18]=[CH:17][CH:16]=2)[CH:21]=[CH:22][C:13]=1[S:12][S:12][C:13]1[CH:22]=[CH:21][C:20]2[C:15](=[CH:16][CH:17]=[CH:18][CH:19]=2)[CH:14]=1.[F:23][C:24]1[CH:25]=[C:26]([C:41]([CH3:43])=[CH2:42])[C:27]2[CH:28]=[C:29]3[CH:35]([CH2:36][C:37]([O:39]C)=[O:38])[CH2:34][CH2:33][N:30]3[C:31]=2[CH:32]=1, predict the reaction product. The product is: [F:23][C:24]1[CH:25]=[C:26]([CH:41]([CH3:43])[CH3:42])[C:27]2[C:28]([S:12][C:13]3[CH:22]=[CH:21][C:20]4[C:15](=[CH:16][CH:17]=[CH:18][CH:19]=4)[CH:14]=3)=[C:29]3[CH:35]([CH2:36][C:37]([OH:39])=[O:38])[CH2:34][CH2:33][N:30]3[C:31]=2[CH:32]=1. (7) Given the reactants Br[CH2:2][C:3]([C:5]1[CH:10]=[CH:9][CH:8]=[CH:7][CH:6]=1)=O.[OH:11][C:12]1[CH:20]=[CH:19][C:15]([C:16]([NH2:18])=[S:17])=[CH:14][CH:13]=1, predict the reaction product. The product is: [C:5]1([C:3]2[N:18]=[C:16]([C:15]3[CH:19]=[CH:20][C:12]([OH:11])=[CH:13][CH:14]=3)[S:17][CH:2]=2)[CH:10]=[CH:9][CH:8]=[CH:7][CH:6]=1.